Predict the reaction yield, written as a fraction of the theoretical maximum amount of product (1.0 means a 100% yield; for example, 0.34 means a 34% yield). From a dataset of Reaction yield outcomes from USPTO patents with 853,638 reactions. The reactants are [NH2:1][C:2]1[CH:3]=[C:4]([OH:12])[CH:5]=[C:6]([C:8]([F:11])([F:10])[F:9])[CH:7]=1.C([O-])([O-])=O.[K+].[K+].F[C:20]1[CH:25]=[CH:24][C:23]([N+:26]([O-:28])=[O:27])=[CH:22][C:21]=1[C:29]#[C:30][CH2:31][NH:32][C:33](=[O:39])[O:34][C:35]([CH3:38])([CH3:37])[CH3:36]. The catalyst is CN(C=O)C.O. The product is [NH2:1][C:2]1[CH:3]=[C:4]([CH:5]=[C:6]([C:8]([F:9])([F:10])[F:11])[CH:7]=1)[O:12][C:20]1[CH:25]=[CH:24][C:23]([N+:26]([O-:28])=[O:27])=[CH:22][C:21]=1[C:29]#[C:30][CH2:31][NH:32][C:33](=[O:39])[O:34][C:35]([CH3:37])([CH3:36])[CH3:38]. The yield is 0.760.